This data is from Reaction yield outcomes from USPTO patents with 853,638 reactions. The task is: Predict the reaction yield, written as a fraction of the theoretical maximum amount of product (1.0 means a 100% yield; for example, 0.34 means a 34% yield). (1) The reactants are [F:1][CH2:2][C:3]1[NH:12][C:11](=O)[C:10]2[C:5](=[CH:6][CH:7]=[CH:8][CH:9]=2)[N:4]=1.COC(=O)[C:17]1[CH:22]=[CH:21][CH:20]=[CH:19][C:18]=1[NH2:23].F[CH2:26]C#N.Cl.[O:30]1CCOC[CH2:31]1. No catalyst specified. The product is [F:1][CH2:2][C:3]1[N:12]=[C:11]([N:23]([C:18]2[CH:17]=[CH:22][C:21]([O:30][CH3:31])=[CH:20][CH:19]=2)[CH3:26])[C:10]2[C:5](=[CH:6][CH:7]=[CH:8][CH:9]=2)[N:4]=1. The yield is 0.390. (2) The reactants are [N:1]1[CH:6]=[CH:5][C:4]([N:7]2[CH2:11][CH2:10][CH:9]([OH:12])[CH2:8]2)=[CH:3][CH:2]=1.CS(O)(=O)=O.N1C2C(=CC=CC=2)C=CC=1.[C:28](Cl)(Cl)=[O:29].[Cl:32][C:33]1[CH:34]=[CH:35][C:36]([NH:39][C:40](=[O:48])[C:41]2[CH:46]=[CH:45][CH:44]=[CH:43][C:42]=2[NH2:47])=[N:37][CH:38]=1. The catalyst is ClCCl.C1(C)C=CC=CC=1. The product is [Cl:32][C:33]1[CH:34]=[CH:35][C:36]([NH:39][C:40](=[O:48])[C:41]2[CH:46]=[CH:45][CH:44]=[CH:43][C:42]=2[NH:47][C:28]([O:12][CH:9]2[CH2:10][CH2:11][N:7]([C:4]3[CH:5]=[CH:6][N:1]=[CH:2][CH:3]=3)[CH2:8]2)=[O:29])=[N:37][CH:38]=1. The yield is 0.210. (3) The reactants are [N:1]1([C@@H:10]([C:15]2[S:16][CH:17]=[CH:18][CH:19]=2)[C@H:11]([OH:14])[CH2:12]O)[C:9]2[C:4](=[CH:5][CH:6]=[CH:7][CH:8]=2)[CH:3]=[CH:2]1.C1(C)C=CC(S(Cl)(=O)=O)=CC=1.[N:31]1C=CC=C[CH:32]=1. The catalyst is C(OCC)(=O)C.CN. The product is [N:1]1([C@@H:10]([C:15]2[S:16][CH:17]=[CH:18][CH:19]=2)[C@H:11]([OH:14])[CH2:12][NH:31][CH3:32])[C:9]2[C:4](=[CH:5][CH:6]=[CH:7][CH:8]=2)[CH:3]=[CH:2]1. The yield is 0.710. (4) The reactants are [OH:1][N:2]1[C:6](=[O:7])[C:5]2=[CH:8][CH:9]=[CH:10][CH:11]=[C:4]2[C:3]1=[O:12].CCOC(C)=O.[CH:19](Cl)(Cl)[Cl:20]. No catalyst specified. The product is [Cl:20][CH2:19][O:1][N:2]1[C:3](=[O:12])[C:4]2=[CH:11][CH:10]=[CH:9][CH:8]=[C:5]2[C:6]1=[O:7]. The yield is 0.950. (5) The product is [NH2:1][C:4]1[CH:12]=[C:11]([C:13]([F:14])([F:15])[F:16])[CH:10]=[CH:9][C:5]=1[C:6]([OH:8])=[O:7]. The catalyst is CO.[Pd]. The reactants are [N+:1]([C:4]1[CH:12]=[C:11]([C:13]([F:16])([F:15])[F:14])[CH:10]=[CH:9][C:5]=1[C:6]([OH:8])=[O:7])([O-])=O. The yield is 1.00. (6) The reactants are [Cl-].O[NH3+:3].[C:4](=[O:7])([O-])[OH:5].[Na+].CS(C)=O.[OH:13][C:14]1[CH:19]=[CH:18][C:17]([N:20]2[C:25](=[O:26])[C:24]([CH2:27][C:28]3[CH:33]=[CH:32][C:31]([C:34]4[C:35]([C:40]#[N:41])=[CH:36][CH:37]=[CH:38][CH:39]=4)=[CH:30][CH:29]=3)=[C:23]([CH2:42][CH2:43][CH3:44])[N:22]=[C:21]2[CH3:45])=[CH:16][CH:15]=1. The catalyst is C(OCC)(=O)C.O. The product is [OH:13][C:14]1[CH:15]=[CH:16][C:17]([N:20]2[C:25](=[O:26])[C:24]([CH2:27][C:28]3[CH:33]=[CH:32][C:31]([C:34]4[CH:39]=[CH:38][CH:37]=[CH:36][C:35]=4[C:40]4[NH:3][C:4](=[O:7])[O:5][N:41]=4)=[CH:30][CH:29]=3)=[C:23]([CH2:42][CH2:43][CH3:44])[N:22]=[C:21]2[CH3:45])=[CH:18][CH:19]=1. The yield is 0.490. (7) The reactants are [Cl:1][C:2]1[N:7]=[C:6]([NH:8][CH2:9][CH3:10])[C:5]([N+:11]([O-])=O)=[CH:4][N:3]=1.[H][H]. The catalyst is C1COCC1.[Ni]. The product is [Cl:1][C:2]1[N:7]=[C:6]([NH:8][CH2:9][CH3:10])[C:5]([NH2:11])=[CH:4][N:3]=1. The yield is 0.920. (8) The reactants are N#N.[C:3]([O:7][C:8]([N:10]1[CH2:14][CH2:13][CH:12]([CH:15]=[CH2:16])[CH2:11]1)=[O:9])([CH3:6])([CH3:5])[CH3:4].B1C2CCCC1CCC2.Br[C:27]1[CH:37]=[CH:36][C:30]2[O:31][C:32]([F:35])([F:34])[O:33][C:29]=2[CH:28]=1.C(Cl)Cl.C(=O)([O-])[O-].[K+].[K+].[OH-].[Na+]. The catalyst is CN(C=O)C.O.C1C=CC(P(C2C=CC=CC=2)[C-]2C=CC=C2)=CC=1.C1C=CC(P(C2C=CC=CC=2)[C-]2C=CC=C2)=CC=1.Cl[Pd]Cl.[Fe+2].O. The product is [C:3]([O:7][C:8]([N:10]1[CH2:14][CH2:13][CH:12]([CH2:15][CH2:16][C:37]2[CH:27]=[CH:28][C:29]3[O:33][C:32]([F:34])([F:35])[O:31][C:30]=3[CH:36]=2)[CH2:11]1)=[O:9])([CH3:6])([CH3:5])[CH3:4]. The yield is 0.980. (9) The reactants are [OH:1][CH:2]1[CH2:5][N:4]([C:6]2[S:7][CH:8]=[C:9]([C:11](=[O:20])[NH:12][C@H:13]([CH2:18][OH:19])[C@@H:14]([CH3:17])[CH2:15][CH3:16])[N:10]=2)[CH2:3]1.[Si:21](Cl)([C:24]([CH3:27])([CH3:26])[CH3:25])([CH3:23])[CH3:22].N1C=CN=C1. The catalyst is CN(C)C=O. The product is [OH:1][CH:2]1[CH2:5][N:4]([C:6]2[S:7][CH:8]=[C:9]([C:11](=[O:20])[NH:12][C@H:13]([CH2:18][O:19][Si:21]([C:24]([CH3:27])([CH3:26])[CH3:25])([CH3:23])[CH3:22])[C@@H:14]([CH3:17])[CH2:15][CH3:16])[N:10]=2)[CH2:3]1. The yield is 0.970.